Dataset: NCI-60 drug combinations with 297,098 pairs across 59 cell lines. Task: Regression. Given two drug SMILES strings and cell line genomic features, predict the synergy score measuring deviation from expected non-interaction effect. Drug 1: C1=CC=C(C(=C1)C(C2=CC=C(C=C2)Cl)C(Cl)Cl)Cl. Drug 2: C1CCC(C(C1)N)N.C(=O)(C(=O)[O-])[O-].[Pt+4]. Cell line: CCRF-CEM. Synergy scores: CSS=46.7, Synergy_ZIP=2.19, Synergy_Bliss=-4.41, Synergy_Loewe=-38.4, Synergy_HSA=-3.76.